Dataset: Full USPTO retrosynthesis dataset with 1.9M reactions from patents (1976-2016). Task: Predict the reactants needed to synthesize the given product. (1) Given the product [CH:1]1[C:10]2[C:5](=[CH:6][C:7]([C:11]3[N:15]=[C:14]([CH2:16][CH2:17][C@@H:18]([NH2:30])[CH2:19][C:20]4[CH:25]=[CH:24][C:23]([C:26]([F:27])([F:29])[F:28])=[CH:22][CH:21]=4)[O:13][N:12]=3)=[CH:8][CH:9]=2)[CH:4]=[CH:3][N:2]=1, predict the reactants needed to synthesize it. The reactants are: [CH:1]1[C:10]2[C:5](=[CH:6][C:7]([C:11]3[N:15]=[C:14]([CH2:16][CH2:17][C@@H:18]([NH:30]C(=O)OC(C)(C)C)[CH2:19][C:20]4[CH:25]=[CH:24][C:23]([C:26]([F:29])([F:28])[F:27])=[CH:22][CH:21]=4)[O:13][N:12]=3)=[CH:8][CH:9]=2)[CH:4]=[CH:3][N:2]=1.C(O)(C(F)(F)F)=O. (2) Given the product [CH3:17][C:18]1([CH3:34])[C:22]([CH3:24])([CH3:23])[O:21][B:20]([C:2]2[CH:3]=[C:4]3[C:8](=[CH:9][CH:10]=2)[CH2:7][CH:6]([OH:11])[CH2:5]3)[O:19]1, predict the reactants needed to synthesize it. The reactants are: Br[C:2]1[CH:3]=[C:4]2[C:8](=[CH:9][CH:10]=1)[CH2:7][CH:6]([OH:11])[CH2:5]2.C([O-])(=O)C.[K+].[CH3:17][C:18]1([CH3:34])[C:22]([CH3:24])([CH3:23])[O:21][B:20]([B:20]2[O:21][C:22]([CH3:24])([CH3:23])[C:18]([CH3:34])([CH3:17])[O:19]2)[O:19]1.ClCCl. (3) Given the product [C:1]([O:5][C:6](=[O:12])[NH:7][CH2:8][CH:9]([OH:10])[CH2:11][NH:14][CH3:13])([CH3:4])([CH3:3])[CH3:2], predict the reactants needed to synthesize it. The reactants are: [C:1]([O:5][C:6](=[O:12])[NH:7][CH2:8][CH:9]1[CH2:11][O:10]1)([CH3:4])([CH3:3])[CH3:2].[CH3:13][NH2:14].C1COCC1. (4) Given the product [C:18]([C:12]1[C:11]2[C:15](=[CH:16][CH:17]=[C:9]([O:8][CH2:1][C:2]3[CH:7]=[CH:6][CH:5]=[CH:4][CH:3]=3)[CH:10]=2)[N:14]([CH2:28][C:29]([O:31][CH3:32])=[O:30])[N:13]=1)(=[O:20])[CH3:19], predict the reactants needed to synthesize it. The reactants are: [CH2:1]([O:8][C:9]1[CH:10]=[C:11]2[C:15](=[CH:16][CH:17]=1)[NH:14][N:13]=[C:12]2[C:18](=[O:20])[CH3:19])[C:2]1[CH:7]=[CH:6][CH:5]=[CH:4][CH:3]=1.C([O-])([O-])=O.[K+].[K+].Br[CH2:28][C:29]([O:31][CH3:32])=[O:30]. (5) Given the product [NH2:14][C:15]1[CH:16]=[C:17]([CH:18]=[CH:19][CH:20]=1)[O:21][C:11]1[CH:4]=[C:5]([C:12]#[N:13])[C:6](=[CH:9][CH:10]=1)[C:7]#[N:8], predict the reactants needed to synthesize it. The reactants are: [N+]([C:4]1[CH:11]=[CH:10][CH:9]=[C:6]([C:7]#[N:8])[C:5]=1[C:12]#[N:13])([O-])=O.[NH2:14][C:15]1[CH:16]=[C:17]([OH:21])[CH:18]=[CH:19][CH:20]=1. (6) Given the product [CH3:8][N:9]1[CH2:10][CH2:11][N:12]([C:15]2[CH:20]=[CH:19][C:18]3[N:21]=[C:42]([C:40]4[NH:39][N:38]=[C:37]([C:34]5[CH:35]=[CH:36][C:31]([NH2:27])=[CH:32][CH:33]=5)[CH:41]=4)[NH:22][C:17]=3[CH:16]=2)[CH2:13][CH2:14]1, predict the reactants needed to synthesize it. The reactants are: C(N(CC)CC)C.[CH3:8][N:9]1[CH2:14][CH2:13][N:12]([C:15]2[CH:16]=[C:17]([NH2:22])[C:18]([NH2:21])=[CH:19][CH:20]=2)[CH2:11][CH2:10]1.CC([N:27]([C:31]1[CH:36]=[CH:35][C:34]([C:37]2[CH:41]=[C:40]([CH:42]=O)[NH:39][N:38]=2)=[CH:33][CH:32]=1)C(=O)[O-])(C)C. (7) Given the product [Cl:30][C:18]1[CH:19]=[C:20]([NH:27][C:28](=[N:1][C:2]#[N:3])[S:29][CH3:4])[CH:21]=[C:22]([C:23]([F:25])([F:26])[F:24])[C:17]=1[S:16][C:13]1[CH:14]=[CH:15][C:10]([C:9]([O:8][CH3:7])=[O:31])=[CH:11][CH:12]=1, predict the reactants needed to synthesize it. The reactants are: [N:1]#[C:2][NH2:3].[CH3:4][O-].[Na+].[CH3:7][O:8][C:9](=[O:31])[C:10]1[CH:15]=[CH:14][C:13]([S:16][C:17]2[C:22]([C:23]([F:26])([F:25])[F:24])=[CH:21][C:20]([N:27]=[C:28]=[S:29])=[CH:19][C:18]=2[Cl:30])=[CH:12][CH:11]=1.IC. (8) Given the product [Cl:1][C:2]1[CH:3]=[C:4]([C:16]2[CH:17]=[C:12]([Cl:11])[C:13]([C:19]#[N:20])=[N:14][CH:15]=2)[CH:5]=[CH:6][CH:7]=1, predict the reactants needed to synthesize it. The reactants are: [Cl:1][C:2]1[CH:3]=[C:4](B(O)O)[CH:5]=[CH:6][CH:7]=1.[Cl:11][C:12]1[C:13]([C:19]#[N:20])=[N:14][CH:15]=[C:16](Cl)[CH:17]=1.C([O-])([O-])=O.[K+].[K+].CN(C)C=O. (9) Given the product [Cl:21][C:22]1[CH:23]=[C:24]2[C:25](=[CH:26][N:27]=1)[NH:28][C:29](=[O:35])[CH:1]=[CH:36]2, predict the reactants needed to synthesize it. The reactants are: [CH:1](NC(C)C)(C)C.C([Li])CCC.C(OC(C)(C)C)(=O)C.[Cl:21][C:22]1[N:27]=[CH:26][C:25]([NH:28][C:29](=[O:35])OC(C)(C)C)=[C:24]([CH:36]=O)[CH:23]=1.Cl.C(=O)(O)[O-].[Na+]. (10) The reactants are: [CH2:1]([N:8]1[CH2:13][C:12](=O)[N:11]([C:15]2([C:18]3[CH:23]=[CH:22][CH:21]=[CH:20][N:19]=3)[CH2:17][CH2:16]2)[C:10](=O)[CH2:9]1)[C:2]1[CH:7]=[CH:6][CH:5]=[CH:4][CH:3]=1.[H-].[Al+3].[Li+].[H-].[H-].[H-]. Given the product [CH2:1]([N:8]1[CH2:9][CH2:10][N:11]([C:15]2([C:18]3[CH:23]=[CH:22][CH:21]=[CH:20][N:19]=3)[CH2:16][CH2:17]2)[CH2:12][CH2:13]1)[C:2]1[CH:3]=[CH:4][CH:5]=[CH:6][CH:7]=1, predict the reactants needed to synthesize it.